This data is from Full USPTO retrosynthesis dataset with 1.9M reactions from patents (1976-2016). The task is: Predict the reactants needed to synthesize the given product. (1) Given the product [F:11][C:12]1[CH:32]=[C:31]([N+:33]([O-:35])=[O:34])[CH:30]=[CH:29][C:13]=1[O:14][C:15]1[CH:20]=[CH:19][N:18]=[C:17]2[CH:21]=[CH:22][S:23][C:16]=12, predict the reactants needed to synthesize it. The reactants are: ClC1C=CN=C2C=CSC=12.[F:11][C:12]1[CH:32]=[C:31]([N+:33]([O-:35])=[O:34])[CH:30]=[CH:29][C:13]=1[O:14][C:15]1[CH:20]=[CH:19][N:18]=[C:17]2[CH:21]=[C:22](C(N(C)C)=O)[S:23][C:16]=12. (2) Given the product [NH:21]=[C:19]([NH:2][NH:1][C:3]([C:5]1[CH:6]=[C:7]([CH:12]=[CH:13][CH:14]=1)[C:8]([O:10][CH3:11])=[O:9])=[O:4])[CH3:20], predict the reactants needed to synthesize it. The reactants are: [NH:1]([C:3]([C:5]1[CH:6]=[C:7]([CH:12]=[CH:13][CH:14]=1)[C:8]([O:10][CH3:11])=[O:9])=[O:4])[NH2:2].Cl.C(O[C:19](=[NH:21])[CH3:20])C. (3) Given the product [N:22]([CH:16]1[C:15](=[O:20])[NH:14][C:13]2[CH:21]=[C:9]([O:8][CH2:1][C:2]3[CH:7]=[CH:6][CH:5]=[CH:4][CH:3]=3)[CH:10]=[CH:11][C:12]=2[CH2:18][CH2:17]1)=[N+:23]=[N-:24], predict the reactants needed to synthesize it. The reactants are: [CH2:1]([O:8][C:9]1[CH:10]=[CH:11][C:12]2[CH2:18][CH2:17][CH:16](I)[C:15](=[O:20])[NH:14][C:13]=2[CH:21]=1)[C:2]1[CH:7]=[CH:6][CH:5]=[CH:4][CH:3]=1.[N-:22]=[N+:23]=[N-:24].[Na+]. (4) Given the product [C:9]([NH:8][CH2:7][CH2:6][CH2:5][CH:4]=[O:3])([O:11][CH2:12][CH:13]1[C:25]2[C:20](=[CH:21][CH:22]=[CH:23][CH:24]=2)[C:19]2[C:14]1=[CH:15][CH:16]=[CH:17][CH:18]=2)=[O:10], predict the reactants needed to synthesize it. The reactants are: C([O:3][CH:4](OCC)[CH2:5][CH2:6][CH2:7][NH:8][C:9]([O:11][CH2:12][CH:13]1[C:25]2[C:20](=[CH:21][CH:22]=[CH:23][CH:24]=2)[C:19]2[C:14]1=[CH:15][CH:16]=[CH:17][CH:18]=2)=[O:10])C.Cl. (5) Given the product [CH:1]1[C:9]2[C:8]3[CH:10]=[CH:11][CH:12]=[CH:13][C:7]=3[S:6][C:5]=2[CH:4]=[CH:3][C:2]=1[C:14]([C:15]1[CH:20]=[CH:19][CH:18]=[CH:17][CH:16]=1)=[O:21], predict the reactants needed to synthesize it. The reactants are: [CH:1]1[C:9]2[C:8]3[CH:10]=[CH:11][CH:12]=[CH:13][C:7]=3[S:6][C:5]=2[CH:4]=[CH:3][CH:2]=1.[C:14](Cl)(=[O:21])[C:15]1[CH:20]=[CH:19][CH:18]=[CH:17][CH:16]=1.[Al+3].[Cl-].[Cl-].[Cl-].CCCCCC. (6) Given the product [Br:16][C:3]1[CH:2]=[N:1][C:10]2[C:5]([CH:4]=1)=[N:6][CH:7]=[CH:8][CH:9]=2, predict the reactants needed to synthesize it. The reactants are: [N:1]1[C:10]2[C:5](=[N:6][CH:7]=[CH:8][CH:9]=2)[CH:4]=[CH:3][CH:2]=1.C([O-])(=O)C.[Na+].[Br:16]Br. (7) Given the product [CH2:13]([O:15][C:16]([C@@H:17]1[CH2:19][S:20][C:5]([C:4]2[CH:7]=[CH:8][C:9]([O:11][CH3:12])=[CH:10][C:3]=2[O:2][CH3:1])=[N:6]1)=[O:21])[CH3:14], predict the reactants needed to synthesize it. The reactants are: [CH3:1][O:2][C:3]1[CH:10]=[C:9]([O:11][CH3:12])[CH:8]=[CH:7][C:4]=1[C:5]#[N:6].[CH2:13]([O:15][C:16](=[O:21])[C@H:17]([CH2:19][SH:20])N)[CH3:14].C(N(CC)CC)C. (8) The reactants are: CS[C:3]1[NH:4][CH:5]=[C:6]([CH2:10][C:11]2[CH:16]=[CH:15][C:14](=[O:17])[NH:13][CH:12]=2)[C:7](=[O:9])[N:8]=1.[Cl:18][C:19]1[CH:34]=[CH:33][C:22]([O:23][C:24]2[CH:29]=[CH:28][C:27]([CH2:30][CH2:31][NH2:32])=[CH:26][CH:25]=2)=[CH:21][C:20]=1[C:35]([F:38])([F:37])[F:36]. Given the product [Cl:18][C:19]1[CH:34]=[CH:33][C:22]([O:23][C:24]2[CH:29]=[CH:28][C:27]([CH2:30][CH2:31][NH:32][C:3]3[NH:4][CH:5]=[C:6]([CH2:10][C:11]4[CH:16]=[CH:15][C:14](=[O:17])[NH:13][CH:12]=4)[C:7](=[O:9])[N:8]=3)=[CH:26][CH:25]=2)=[CH:21][C:20]=1[C:35]([F:36])([F:37])[F:38], predict the reactants needed to synthesize it. (9) Given the product [CH2:27]([N:26]([CH3:25])[CH2:6][CH:7]([C:13]1[C:22]2[C:17](=[CH:18][CH:19]=[C:20]([O:23][CH3:24])[CH:21]=2)[CH:16]=[CH:15][CH:14]=1)[CH2:8][NH:9][C:10](=[O:12])[CH3:11])[C:28]1[CH:33]=[CH:32][CH:31]=[CH:30][CH:29]=1, predict the reactants needed to synthesize it. The reactants are: CS(O[CH2:6][CH:7]([C:13]1[C:22]2[C:17](=[CH:18][CH:19]=[C:20]([O:23][CH3:24])[CH:21]=2)[CH:16]=[CH:15][CH:14]=1)[CH2:8][NH:9][C:10](=[O:12])[CH3:11])(=O)=O.[CH3:25][NH:26][CH2:27][C:28]1[CH:33]=[CH:32][CH:31]=[CH:30][CH:29]=1.